This data is from Reaction yield outcomes from USPTO patents with 853,638 reactions. The task is: Predict the reaction yield, written as a fraction of the theoretical maximum amount of product (1.0 means a 100% yield; for example, 0.34 means a 34% yield). (1) No catalyst specified. The yield is 0.724. The reactants are [CH3:1][O:2][C:3]1[C:12]([NH:13][C:14](=[O:22])OC2C=CC=CC=2)=[N:11][C:10]2[C:5](=[CH:6][CH:7]=[CH:8][CH:9]=2)[N:4]=1.[CH3:23][O:24][C:25]1[CH:30]=[CH:29][CH:28]=[CH:27][C:26]=1[N:31]1[CH2:36][CH2:35][NH:34][CH2:33][CH2:32]1. The product is [CH3:1][O:2][C:3]1[C:12]([NH:13][C:14]([N:34]2[CH2:33][CH2:32][N:31]([C:26]3[CH:27]=[CH:28][CH:29]=[CH:30][C:25]=3[O:24][CH3:23])[CH2:36][CH2:35]2)=[O:22])=[N:11][C:10]2[C:5](=[CH:6][CH:7]=[CH:8][CH:9]=2)[N:4]=1. (2) The yield is 0.480. The product is [CH2:28]([O:27][C:22]1[CH:23]=[CH:24][CH:25]=[CH:26][C:21]=1[N:20]=[C:18]=[O:19])[CH3:29]. No catalyst specified. The reactants are C(N1C2C(=CC(N[C:18]([NH:20][C:21]3[CH:26]=[CH:25][CH:24]=[CH:23][C:22]=3[O:27][CH2:28][CH3:29])=[O:19])=CC=2)C(=O)N1)C1C=CC=CC=1.C(N1C2C(=CC([N+]([O-])=O)=CC=2)C(=O)N1)C1C=CC=CC=1.